From a dataset of Catalyst prediction with 721,799 reactions and 888 catalyst types from USPTO. Predict which catalyst facilitates the given reaction. (1) Reactant: Cl.[NH2:2][OH:3].[OH-].[Na+].[C:6]1([P:12](Cl)([C:14]2[CH:19]=[CH:18][CH:17]=[CH:16][CH:15]=2)=[O:13])[CH:11]=[CH:10][CH:9]=[CH:8][CH:7]=1. Product: [C:6]1([P:12]([O:3][NH2:2])([C:14]2[CH:19]=[CH:18][CH:17]=[CH:16][CH:15]=2)=[O:13])[CH:11]=[CH:10][CH:9]=[CH:8][CH:7]=1. The catalyst class is: 127. (2) Reactant: [NH2:1][C:2]1[N:7]=[CH:6][N:5]=[C:4]([NH:8][C@H:9]([C:11]2[N:16]([C:17]3[CH:22]=[CH:21][CH:20]=[CH:19][CH:18]=3)[C:15](=[O:23])[C:14]3=[C:24]([CH3:27])[CH:25]=[CH:26][N:13]3[N:12]=2)[CH3:10])[C:3]=1Br.[CH3:29][S:30]([NH:33][C:34]1[CH:35]=[C:36](B(O)O)[CH:37]=[C:38]([C:40]([F:43])([F:42])[F:41])[CH:39]=1)(=[O:32])=[O:31].C(=O)([O-])[O-].[Cs+].[Cs+]. Product: [NH2:1][C:2]1[C:3]([C:36]2[CH:35]=[C:34]([NH:33][S:30]([CH3:29])(=[O:31])=[O:32])[CH:39]=[C:38]([C:40]([F:42])([F:43])[F:41])[CH:37]=2)=[C:4]([NH:8][C@H:9]([C:11]2[N:16]([C:17]3[CH:22]=[CH:21][CH:20]=[CH:19][CH:18]=3)[C:15](=[O:23])[C:14]3=[C:24]([CH3:27])[CH:25]=[CH:26][N:13]3[N:12]=2)[CH3:10])[N:5]=[CH:6][N:7]=1. The catalyst class is: 155.